Dataset: Full USPTO retrosynthesis dataset with 1.9M reactions from patents (1976-2016). Task: Predict the reactants needed to synthesize the given product. (1) Given the product [C:17]1([S:20](=[O:23])([S:22][CH2:12][CH2:11][O:10][CH2:9][CH2:8][O:7][CH2:6][CH2:5][O:4][CH2:1][CH:2]=[CH2:3])=[O:21])[CH:18]=[CH:19][CH:14]=[CH:15][CH:16]=1, predict the reactants needed to synthesize it. The reactants are: [CH2:1]([O:4][CH2:5][CH2:6][O:7][CH2:8][CH2:9][O:10][CH2:11][CH2:12]Br)[CH:2]=[CH2:3].[CH:14]1[CH:19]=[CH:18][C:17]([S:20]([O-:23])(=[S:22])=[O:21])=[CH:16][CH:15]=1.[Na+]. (2) Given the product [OH:24][CH2:23][CH2:22][C@@:13]1([C:16]2[CH:21]=[CH:20][CH:19]=[CH:18][CH:17]=2)[O:12][C:11](=[O:25])[N:10]([C@H:8]([C:5]2[CH:6]=[CH:7][C:2]([C:31]3[CH:30]=[CH:29][N:28]=[C:27]([CH3:26])[CH:32]=3)=[CH:3][CH:4]=2)[CH3:9])[CH2:15][CH2:14]1, predict the reactants needed to synthesize it. The reactants are: Br[C:2]1[CH:7]=[CH:6][C:5]([C@@H:8]([N:10]2[CH2:15][CH2:14][C@:13]([CH2:22][CH2:23][OH:24])([C:16]3[CH:21]=[CH:20][CH:19]=[CH:18][CH:17]=3)[O:12][C:11]2=[O:25])[CH3:9])=[CH:4][CH:3]=1.[CH3:26][C:27]1[CH:32]=[C:31](B(O)O)[CH:30]=[CH:29][N:28]=1. (3) Given the product [Cl:1][C:2]1[CH:18]=[CH:17][C:5]2[CH2:6][CH2:7][N:8]([C:11](=[O:16])[C:12]([F:13])([F:15])[F:14])[CH2:9][CH2:10][C:4]=2[C:3]=1[NH:27][CH2:28][C:29]1[CH:43]=[CH:42][C:32]([C:33](=[O:34])[NH:35][C@H:36]([CH3:41])[C:37]([F:39])([F:40])[F:38])=[C:31]([F:44])[CH:30]=1, predict the reactants needed to synthesize it. The reactants are: [Cl:1][C:2]1[CH:18]=[CH:17][C:5]2[CH2:6][CH2:7][N:8]([C:11](=[O:16])[C:12]([F:15])([F:14])[F:13])[CH2:9][CH2:10][C:4]=2[C:3]=1OS(C(F)(F)F)(=O)=O.[NH2:27][CH2:28][C:29]1[CH:43]=[CH:42][C:32]([C:33]([NH:35][C@H:36]([CH3:41])[C:37]([F:40])([F:39])[F:38])=[O:34])=[C:31]([F:44])[CH:30]=1.C1C=CC(P(C2C(C3C(P(C4C=CC=CC=4)C4C=CC=CC=4)=CC=C4C=3C=CC=C4)=C3C(C=CC=C3)=CC=2)C2C=CC=CC=2)=CC=1.C(=O)([O-])[O-].[Cs+].[Cs+]. (4) Given the product [C:18]([C:15]1[CH:14]=[CH:13][C:12]([C:10]2[N:11]=[C:6]([C:4]([NH:31][CH2:32][C:33]([OH:35])=[O:34])=[O:5])[C:7]([OH:30])=[C:8]3[C:22]([C:23]4[CH:28]=[CH:27][C:26]([F:29])=[CH:25][CH:24]=4)=[N:21][S:20][C:9]=23)=[CH:17][CH:16]=1)#[N:19], predict the reactants needed to synthesize it. The reactants are: C(O[C:4]([C:6]1[C:7]([OH:30])=[C:8]2[C:22]([C:23]3[CH:28]=[CH:27][C:26]([F:29])=[CH:25][CH:24]=3)=[N:21][S:20][C:9]2=[C:10]([C:12]2[CH:17]=[CH:16][C:15]([C:18]#[N:19])=[CH:14][CH:13]=2)[N:11]=1)=[O:5])C.[NH2:31][CH2:32][C:33]([OH:35])=[O:34]. (5) Given the product [Cl:1][C:2]1[C:9]([CH3:10])=[CH:8][CH:7]=[C:6]([F:11])[C:3]=1[C:4]#[N:49], predict the reactants needed to synthesize it. The reactants are: [Cl:1][C:2]1[C:9]([CH3:10])=[CH:8][CH:7]=[C:6]([F:11])[C:3]=1[CH:4]=O.S([O-])(OCCCCCCCCCCCC)(=O)=O.[Na+].C(OI(C1C=CC=CC=1)OC(=O)C)(=O)C.C([O-])(=O)C.[NH4+:49].S([O-])([O-])(=O)=S.[Na+].[Na+].